Dataset: Peptide-MHC class II binding affinity with 134,281 pairs from IEDB. Task: Regression. Given a peptide amino acid sequence and an MHC pseudo amino acid sequence, predict their binding affinity value. This is MHC class II binding data. The peptide sequence is ILSEGNSFTAPNESY. The MHC is DRB3_0202 with pseudo-sequence DRB3_0202. The binding affinity (normalized) is 0.192.